This data is from Catalyst prediction with 721,799 reactions and 888 catalyst types from USPTO. The task is: Predict which catalyst facilitates the given reaction. (1) The catalyst class is: 18. Reactant: [CH2:1]([OH:6])[C:2]([CH3:5])([CH3:4])[CH3:3].[H-].[Na+].Cl[C:10]1[C:11]2[CH:20]=[CH:19][N:18]([C:21]3[CH:26]=[CH:25][C:24]([CH3:27])=[CH:23][C:22]=3[CH3:28])[C:12]=2[C:13](=[O:17])[N:14]([CH3:16])[N:15]=1. Product: [CH3:28][C:22]1[CH:23]=[C:24]([CH3:27])[CH:25]=[CH:26][C:21]=1[N:18]1[C:12]2[C:13](=[O:17])[N:14]([CH3:16])[N:15]=[C:10]([O:6][CH2:1][C:2]([CH3:5])([CH3:4])[CH3:3])[C:11]=2[CH:20]=[CH:19]1. (2) Reactant: [NH2:1][CH2:2][CH2:3][CH:4]([CH:6]1[CH2:10][CH2:9][CH2:8][CH2:7]1)[OH:5].[C:11](O[C:11]([O:13][C:14]([CH3:17])([CH3:16])[CH3:15])=[O:12])([O:13][C:14]([CH3:17])([CH3:16])[CH3:15])=[O:12]. Product: [CH:6]1([CH:4]([OH:5])[CH2:3][CH2:2][NH:1][C:11](=[O:12])[O:13][C:14]([CH3:17])([CH3:16])[CH3:15])[CH2:10][CH2:9][CH2:8][CH2:7]1. The catalyst class is: 1. (3) Reactant: O[C@@H:2]1[CH2:6][N:5]([C:7](OC(C)(C)C)=O)[C@H:4]([C:14](OC)=O)[CH2:3]1.[C:18]1(P(C2C=CC=CC=2)C2C=CC=CC=2)C=CC=CC=1.[N:37]([C:45](OC(C)C)=O)=NC(OC(C)C)=O. Product: [N:37]1[C:3]2[C:4](=[CH:14][CH:18]=[CH:6][CH:2]=2)[N:5]=[CH:7][CH:45]=1. The catalyst class is: 1. (4) Reactant: [CH:1]1([C:4]2[CH:5]=[C:6]([C:14](=O)[C:15](C3C=CC=C(C#CCOC)C=3)=[O:16])[CH:7]=[CH:8][C:9]=2[O:10][CH:11]([F:13])[F:12])[CH2:3][CH2:2]1.Cl.[CH3:30][NH:31][C:32]([NH2:34])=[NH:33].C(=O)([O-])[O-].[Na+].[Na+].[CH2:41]([O:43][CH2:44][CH3:45])C. Product: [NH2:33][C:32]1[N:31]([CH3:30])[C:15](=[O:16])[C:14]([C:6]2[CH:7]=[CH:8][C:9]([O:10][CH:11]([F:12])[F:13])=[C:4]([CH:1]3[CH2:2][CH2:3]3)[CH:5]=2)([C:8]2[CH:7]=[CH:6][CH:5]=[C:4]([C:1]#[C:45][CH2:44][O:43][CH3:41])[CH:9]=2)[N:34]=1. The catalyst class is: 32. (5) Reactant: [CH3:1][C:2]1[CH:10]=[CH:9][C:5]([C:6]([OH:8])=[O:7])=[C:4]([C:11]2[CH:16]=[CH:15][CH:14]=[CH:13][CH:12]=2)[CH:3]=1.[Br:17]N1C(=O)CCC1=O.C(OCC)(=O)C. Product: [Br:17][CH2:1][C:2]1[CH:10]=[CH:9][C:5]([C:6]([OH:8])=[O:7])=[C:4]([C:11]2[CH:16]=[CH:15][CH:14]=[CH:13][CH:12]=2)[CH:3]=1. The catalyst class is: 734. (6) Reactant: Br[C:2]1[N:7]=[C:6]2[CH2:8][C:9](=[O:11])[NH:10][C:5]2=[CH:4][C:3]=1[Cl:12].CC1(C)C(C)(C)OB([C:21]2[CH:26]=[CH:25][C:24]([C:27]3[CH:32]=[CH:31][C:30]([N:33]4[CH:37]=[CH:36][CH:35]=[N:34]4)=[CH:29][CH:28]=3)=[CH:23][CH:22]=2)O1.[O-]P([O-])([O-])=O.[K+].[K+].[K+]. Product: [Cl:12][C:3]1[CH:4]=[C:5]2[NH:10][C:9](=[O:11])[CH2:8][C:6]2=[N:7][C:2]=1[C:21]1[CH:22]=[CH:23][C:24]([C:27]2[CH:32]=[CH:31][C:30]([N:33]3[CH:37]=[CH:36][CH:35]=[N:34]3)=[CH:29][CH:28]=2)=[CH:25][CH:26]=1. The catalyst class is: 667. (7) Reactant: [N:1]([C@@H:4]([C:7]1[CH:8]=[N:9][C:10]([C:13]([F:16])([F:15])[F:14])=[CH:11][CH:12]=1)[CH2:5][OH:6])=[N+]=[N-]. Product: [NH2:1][C@@H:4]([C:7]1[CH:8]=[N:9][C:10]([C:13]([F:16])([F:14])[F:15])=[CH:11][CH:12]=1)[CH2:5][OH:6]. The catalyst class is: 78. (8) Reactant: [NH2:1][C:2]1[CH:7]=[CH:6][CH:5]=[CH:4][C:3]=1[SH:8].C(N(CC)CC)C.[CH3:16][O:17][C:18](=[O:23])[CH2:19][C:20](Cl)=O. Product: [CH3:16][O:17][C:18](=[O:23])[CH2:19][C:20]1[S:8][C:3]2[CH:4]=[CH:5][CH:6]=[CH:7][C:2]=2[N:1]=1. The catalyst class is: 27. (9) Reactant: [N:1]1[CH:6]=[CH:5][C:4]([NH2:7])=[N:3][CH:2]=1.N1C=CC=CC=1.Cl[C:15]([O:17][CH2:18][C:19]([Cl:22])([Cl:21])[Cl:20])=[O:16]. Product: [N:1]1[CH:6]=[CH:5][C:4]([NH:7][C:15](=[O:16])[O:17][CH2:18][C:19]([Cl:22])([Cl:21])[Cl:20])=[N:3][CH:2]=1. The catalyst class is: 80.